From a dataset of Full USPTO retrosynthesis dataset with 1.9M reactions from patents (1976-2016). Predict the reactants needed to synthesize the given product. (1) Given the product [C:48]1([O:47][C:45](=[O:46])[NH:1][C:2]2[C:11]3[C:6](=[CH:7][CH:8]=[CH:9][CH:10]=3)[C:5]([O:12][C:13]3[CH:18]=[CH:17][N:16]=[C:15]([NH:19][C:20]4[CH:21]=[C:22]([C:23](=[O:24])[NH:25][CH2:26][CH2:27][N:28]5[CH2:33][CH2:32][O:31][CH2:30][CH2:29]5)[CH:34]=[C:35]([O:37][CH3:38])[CH:36]=4)[CH:14]=3)=[CH:4][CH:3]=2)[CH:53]=[CH:52][CH:51]=[CH:50][CH:49]=1, predict the reactants needed to synthesize it. The reactants are: [NH2:1][C:2]1[C:11]2[C:6](=[CH:7][CH:8]=[CH:9][CH:10]=2)[C:5]([O:12][C:13]2[CH:18]=[CH:17][N:16]=[C:15]([NH:19][C:20]3[CH:21]=[C:22]([CH:34]=[C:35]([O:37][CH3:38])[CH:36]=3)[C:23]([NH:25][CH2:26][CH2:27][N:28]3[CH2:33][CH2:32][O:31][CH2:30][CH2:29]3)=[O:24])[CH:14]=2)=[CH:4][CH:3]=1.C([O-])(O)=O.[Na+].Cl[C:45]([O:47][C:48]1[CH:53]=[CH:52][CH:51]=[CH:50][CH:49]=1)=[O:46]. (2) Given the product [CH3:7][C:2]([C:8]1[CH:9]=[CH:10][C:11]([C:14](=[O:26])[NH:15][C:16]2[N:17]=[C:18]3[CH:23]=[CH:22][CH:21]=[C:20]([CH3:24])[N:19]3[CH:25]=2)=[CH:12][CH:13]=1)([CH3:1])[C:3]([OH:5])=[O:4], predict the reactants needed to synthesize it. The reactants are: [CH3:1][C:2]([C:8]1[CH:13]=[CH:12][C:11]([C:14](=[O:26])[NH:15][C:16]2[N:17]=[C:18]3[CH:23]=[CH:22][CH:21]=[C:20]([CH3:24])[N:19]3[CH:25]=2)=[CH:10][CH:9]=1)([CH3:7])[C:3]([O:5]C)=[O:4].[OH-].[K+]. (3) Given the product [CH3:38][O:37][C:31]1[CH:30]=[C:29]([CH:34]=[CH:33][C:32]=1[O:35][CH3:36])[C:28]([NH:27][CH2:26][C:22]1[CH:23]=[CH:24][CH:25]=[C:20]([C:19](=[O:40])[NH:18][C:12]2[CH:13]=[N:14][C:15]3[CH2:16][CH2:17][NH:8][CH2:9][C:10]=3[CH:11]=2)[CH:21]=1)=[O:39], predict the reactants needed to synthesize it. The reactants are: C(OC([N:8]1[CH2:17][CH2:16][C:15]2[N:14]=[CH:13][C:12]([NH:18][C:19](=[O:40])[C:20]3[CH:25]=[CH:24][CH:23]=[C:22]([CH2:26][NH:27][C:28](=[O:39])[C:29]4[CH:34]=[CH:33][C:32]([O:35][CH3:36])=[C:31]([O:37][CH3:38])[CH:30]=4)[CH:21]=3)=[CH:11][C:10]=2[CH2:9]1)=O)(C)(C)C.Cl.O1CCOCC1. (4) The reactants are: [CH2:1]([C:3]([C:15]1[CH:29]=[CH:28][C:18]([O:19][CH2:20][C@@H:21]2[CH2:25][O:24][C:23]([CH3:27])([CH3:26])[O:22]2)=[C:17]([CH3:30])[CH:16]=1)([C:6]1[CH:11]=[CH:10][C:9]([C:12]#[CH:13])=[C:8]([CH3:14])[CH:7]=1)[CH2:4][CH3:5])[CH3:2].[Li]CCCC.[F:36][C:37]([F:45])([F:44])[C:38]([C:40]([F:43])([F:42])[F:41])=[O:39].[NH4+].[Cl-]. Given the product [CH3:27][C:23]1([CH3:26])[O:22][C@H:21]([CH2:20][O:19][C:18]2[CH:28]=[CH:29][C:15]([C:3]([C:6]3[CH:11]=[CH:10][C:9]([C:12]#[C:13][C:38]([C:40]([F:43])([F:42])[F:41])([OH:39])[C:37]([F:45])([F:44])[F:36])=[C:8]([CH3:14])[CH:7]=3)([CH2:4][CH3:5])[CH2:1][CH3:2])=[CH:16][C:17]=2[CH3:30])[CH2:25][O:24]1, predict the reactants needed to synthesize it. (5) Given the product [CH3:1][N:2]1[C@@H:18]2[CH2:19][C:7]3[CH:8]=[CH:9][C:10]([O:22][CH3:23])=[C:11]4[O:12][C@H:13]5[C:14]([CH2:15][CH2:16][C@@H:17]2[C@:5]5([C:6]=34)[CH2:4][CH2:3]1)=[O:20], predict the reactants needed to synthesize it. The reactants are: [CH3:1][N:2]1[C@@H:18]2[CH2:19][C:7]3[CH:8]=[CH:9][C:10]([O:22][CH3:23])=[C:11]4[O:12][C@H:13]5[C:14]([O:20]C)=[CH:15][CH:16]=[C:17]2[C@:5]5([C:6]=34)[CH2:4][CH2:3]1.CN1[C@@H]2CC3C=CC(OC)=C4O[C@H]5C(OC)=CC[C@@H]2[C@]5(C=34)CC1.C1(C)C=CC(S([O-])=O)=CC=1.CC1C=CC(S(O)(=O)=O)=CC=1.CN1[C@@H]2CC3=CC=C(O)C4O[C@H]5C(CC[C@@H]2[C@]5(C=43)CC1)=O.CN1[C@@H]2CC3C=CC(O)=C4O[C@H]5C(OC)=CC=C2[C@]5(C=34)CC1. (6) Given the product [F:1][C:2]1[CH:3]=[C:4]([C:35]([O:37][C:38]([CH3:41])([CH3:40])[CH3:39])=[O:36])[C:5]2/[C:6](=[CH:32]/[CH2:33][O:34][S:43]([CH3:42])(=[O:45])=[O:44])/[CH:7]([C:26]3[N:30]([CH3:31])[N:29]=[CH:28][N:27]=3)[CH:8]([C:19]3[CH:20]=[CH:21][C:22]([F:25])=[CH:23][CH:24]=3)[N:9]([C:12]([O:14][C:15]([CH3:18])([CH3:17])[CH3:16])=[O:13])[C:10]=2[CH:11]=1, predict the reactants needed to synthesize it. The reactants are: [F:1][C:2]1[CH:3]=[C:4]([C:35]([O:37][C:38]([CH3:41])([CH3:40])[CH3:39])=[O:36])[C:5]2/[C:6](=[CH:32]/[CH2:33][OH:34])/[CH:7]([C:26]3[N:30]([CH3:31])[N:29]=[CH:28][N:27]=3)[CH:8]([C:19]3[CH:24]=[CH:23][C:22]([F:25])=[CH:21][CH:20]=3)[N:9]([C:12]([O:14][C:15]([CH3:18])([CH3:17])[CH3:16])=[O:13])[C:10]=2[CH:11]=1.[CH3:42][S:43](Cl)(=[O:45])=[O:44]. (7) Given the product [N:37]1([CH2:2][CH2:3][CH2:4][CH2:5][CH2:6][C:7]([NH:9][C@@H:10]2[CH2:15][CH2:14][CH2:13][CH2:12][C@@H:11]2[C:16]([N:18]2[C@@H:30]3[C@@H:21]([C@H:22]([C:31]4[CH:36]=[CH:35][CH:34]=[CH:33][CH:32]=4)[NH:23][C:24]4[CH:25]=[CH:26][CH:27]=[CH:28][C:29]=43)[CH2:20][CH2:19]2)=[O:17])=[O:8])[CH2:42][CH2:41][O:40][CH2:39][CH2:38]1, predict the reactants needed to synthesize it. The reactants are: Br[CH2:2][CH2:3][CH2:4][CH2:5][CH2:6][C:7]([NH:9][C@@H:10]1[CH2:15][CH2:14][CH2:13][CH2:12][C@@H:11]1[C:16]([N:18]1[C@@H:30]2[C@@H:21]([C@H:22]([C:31]3[CH:36]=[CH:35][CH:34]=[CH:33][CH:32]=3)[NH:23][C:24]3[CH:25]=[CH:26][CH:27]=[CH:28][C:29]=32)[CH2:20][CH2:19]1)=[O:17])=[O:8].[NH:37]1[CH2:42][CH2:41][O:40][CH2:39][CH2:38]1.C(=O)([O-])[O-].[K+].[K+].O. (8) Given the product [CH3:26][O:1][C:2]1[CH:7]=[CH:6][C:5]([S:8][C:9]([F:11])([F:12])[F:10])=[CH:4][C:3]=1[NH:13][C:14]([NH:16][C:17]1[CH:18]=[CH:19][C:20]([CH3:23])=[CH:21][CH:22]=1)=[O:15], predict the reactants needed to synthesize it. The reactants are: [OH:1][C:2]1[CH:7]=[CH:6][C:5]([S:8][C:9]([F:12])([F:11])[F:10])=[CH:4][C:3]=1[NH:13][C:14]([NH:16][C:17]1[CH:22]=[CH:21][C:20]([CH3:23])=[CH:19][CH:18]=1)=[O:15].IC.[C:26]([O-])([O-])=O.[K+].[K+].